The task is: Predict the reactants needed to synthesize the given product.. This data is from Full USPTO retrosynthesis dataset with 1.9M reactions from patents (1976-2016). (1) Given the product [C:8]([C:7]1[CH:10]=[C:11]2[C:14]([NH:15][C:16](=[O:18])[CH3:17])=[C:13]([C:19]3[CH:24]=[CH:23][CH:22]=[CH:21][CH:20]=3)[NH:2][C:4]2=[N:5][CH:6]=1)#[N:9], predict the reactants needed to synthesize it. The reactants are: O.[NH:2]([C:4]1[CH:11]=[CH:10][C:7]([C:8]#[N:9])=[CH:6][N:5]=1)N.O=[C:13]([C:19]1[CH:24]=[CH:23][CH:22]=[CH:21][CH:20]=1)[CH2:14][NH:15][C:16](=[O:18])[CH3:17]. (2) Given the product [F:11][C:9]([F:12])([F:10])[C:7]1[CH:6]=[C:5]([C:13]([CH3:39])([CH3:38])[C:14]([N:16]([C:18]2[CH:19]=[N:20][C:21]([N:32]3[CH:33]([CH2:36][OH:37])[CH2:34][O:35][CH2:42]3)=[CH:22][C:23]=2[C:24]2[CH:29]=[CH:28][C:27]([F:30])=[CH:26][C:25]=2[CH3:31])[CH3:17])=[O:15])[CH:4]=[C:3]([C:2]([F:1])([F:40])[F:41])[CH:8]=1, predict the reactants needed to synthesize it. The reactants are: [F:1][C:2]([F:41])([F:40])[C:3]1[CH:4]=[C:5]([C:13]([CH3:39])([CH3:38])[C:14]([N:16]([C:18]2[CH:19]=[N:20][C:21]([NH:32][CH:33]([CH2:36][OH:37])[CH2:34][OH:35])=[CH:22][C:23]=2[C:24]2[CH:29]=[CH:28][C:27]([F:30])=[CH:26][C:25]=2[CH3:31])[CH3:17])=[O:15])[CH:6]=[C:7]([C:9]([F:12])([F:11])[F:10])[CH:8]=1.[CH2:42]=O.S([O-])([O-])(=O)=O.[Mg+2]. (3) Given the product [O:7]([C:8]1[CH:9]=[CH:10][C:11]([C@@H:14]2[C@@H:17]([CH2:18][CH2:19][C@@H:20]([C:21]3[CH:26]=[CH:25][C:24]([F:27])=[CH:23][CH:22]=3)[OH:28])[C:16](=[O:32])[N:15]2[C:33]2[CH:34]=[CH:35][C:36]([C:39]#[C:40][C:41]([NH:43][CH2:44][CH3:45])=[O:42])=[CH:37][CH:38]=2)=[CH:12][CH:13]=1)[C@@H:6]1[O:46][C@H:47]([C:58]([OH:60])=[O:59])[C@@H:48]([OH:54])[C@H:49]([OH:50])[C@H:5]1[OH:4], predict the reactants needed to synthesize it. The reactants are: C([O:4][C@@H:5]1[C@@H:49]([O:50]C(=O)C)[C@H:48]([O:54]C(=O)C)[C@@H:47]([C:58]([O:60]C)=[O:59])[O:46][C@H:6]1[O:7][C:8]1[CH:13]=[CH:12][C:11]([C@@H:14]2[C@@H:17]([CH2:18][CH2:19][C@H:20]([O:28]C(=O)C)[C:21]3[CH:26]=[CH:25][C:24]([F:27])=[CH:23][CH:22]=3)[C:16](=[O:32])[N:15]2[C:33]2[CH:38]=[CH:37][C:36]([C:39]#[C:40][C:41]([NH:43][CH2:44][CH3:45])=[O:42])=[CH:35][CH:34]=2)=[CH:10][CH:9]=1)(=O)C.[C-]#N.[Na+]. (4) Given the product [F:8][C:4]1[CH:5]=[CH:6][CH:7]=[C:2]([F:1])[C:3]=1[C:9]1[C:18]2[CH:17]=[C:16]([C:19](=[NH:20])[NH:37][OH:38])[CH:15]=[CH:14][C:13]=2[C:12]2[NH:21][N:22]=[C:23]([NH:24][CH:25]3[CH2:30][CH2:29][N:28]([S:31]([CH3:34])(=[O:32])=[O:33])[CH2:27][CH2:26]3)[C:11]=2[N:10]=1, predict the reactants needed to synthesize it. The reactants are: [F:1][C:2]1[CH:7]=[CH:6][CH:5]=[C:4]([F:8])[C:3]=1[C:9]1[C:18]2[CH:17]=[C:16]([C:19]#[N:20])[CH:15]=[CH:14][C:13]=2[C:12]2[NH:21][N:22]=[C:23]([NH:24][CH:25]3[CH2:30][CH2:29][N:28]([S:31]([CH3:34])(=[O:33])=[O:32])[CH2:27][CH2:26]3)[C:11]=2[N:10]=1.CO.[NH2:37][OH:38].Cl. (5) Given the product [NH4+:9].[OH-:23].[F:1][C:2]1[CH:7]=[CH:6][CH:5]=[C:4]([F:8])[C:3]=1[N:9]1[C:14]2[N:15]=[C:16]([N:43]3[CH2:44][CH2:45][CH:40]([N:35]4[CH2:39][CH2:38][CH2:37][CH2:36]4)[CH2:41][CH2:42]3)[N:17]=[C:18]([C:19]3[CH:20]=[C:21]([CH:26]=[CH:27][C:28]=3[CH3:29])[C:22]([NH:24][CH3:25])=[O:23])[C:13]=2[CH2:12][NH:11][C:10]1=[O:34], predict the reactants needed to synthesize it. The reactants are: [F:1][C:2]1[CH:7]=[CH:6][CH:5]=[C:4]([F:8])[C:3]=1[N:9]1[C:14]2[N:15]=[C:16](S(C)(=O)=O)[N:17]=[C:18]([C:19]3[CH:20]=[C:21]([CH:26]=[CH:27][C:28]=3[CH3:29])[C:22]([NH:24][CH3:25])=[O:23])[C:13]=2[CH2:12][NH:11][C:10]1=[O:34].[N:35]1([CH:40]2[CH2:45][CH2:44][NH:43][CH2:42][CH2:41]2)[CH2:39][CH2:38][CH2:37][CH2:36]1. (6) Given the product [C:36]([CH2:35][CH2:34][C:10]1[C:11]([CH2:15][CH2:16][CH2:17][CH2:18][CH2:19][CH2:20][O:21][C:22]2[CH:23]=[C:24]([C:45]3[CH:44]=[C:43]([F:42])[CH:48]=[C:47]([F:49])[CH:46]=3)[CH:25]=[C:26]([C:28](=[O:32])[N:29]([CH3:30])[CH3:31])[CH:27]=2)=[CH:12][CH:13]=[CH:14][C:9]=1[O:8][CH2:7][CH2:6][CH2:5][C:4]([OH:41])=[O:3])([OH:38])=[O:37], predict the reactants needed to synthesize it. The reactants are: C([O:3][C:4](=[O:41])[CH2:5][CH2:6][CH2:7][O:8][C:9]1[CH:14]=[CH:13][CH:12]=[C:11]([CH2:15][CH2:16][CH2:17][CH2:18][CH2:19][CH2:20][O:21][C:22]2[CH:27]=[C:26]([C:28](=[O:32])[N:29]([CH3:31])[CH3:30])[CH:25]=[C:24](Br)[CH:23]=2)[C:10]=1[CH2:34][CH2:35][C:36]([O:38]CC)=[O:37])C.[F:42][C:43]1[CH:44]=[C:45](B(O)O)[CH:46]=[C:47]([F:49])[CH:48]=1. (7) Given the product [N+:20]([C:23]1[CH:29]=[C:28]([C:30]([F:31])([F:32])[F:33])[CH:27]=[CH:26][C:24]=1[O:1][N:2]1[C:7]([CH3:9])([CH3:8])[CH2:6][CH2:5][CH2:4][C:3]1([CH3:12])[CH3:11])([O-:22])=[O:21], predict the reactants needed to synthesize it. The reactants are: [OH:1][N:2]1[C:7]([CH3:9])([CH3:8])[CH2:6][CH:5](O)[CH2:4][C:3]1([CH3:12])[CH3:11].N(OC(C)(C)C)=O.[N+:20]([C:23]1[CH:29]=[C:28]([C:30]([F:33])([F:32])[F:31])[CH:27]=[CH:26][C:24]=1N)([O-:22])=[O:21].